This data is from Reaction yield outcomes from USPTO patents with 853,638 reactions. The task is: Predict the reaction yield, written as a fraction of the theoretical maximum amount of product (1.0 means a 100% yield; for example, 0.34 means a 34% yield). (1) The product is [CH2:1]([N:3]1[CH:7]=[C:6]([C:8]2[CH:9]=[C:10]([NH:11][C:29]([NH:28][C:25]3[CH:26]=[CH:27][C:22]([I:21])=[CH:23][CH:24]=3)=[O:30])[CH:12]=[CH:13][CH:14]=2)[C:5]([C:15]2[CH:16]=[CH:17][N:18]=[CH:19][CH:20]=2)=[N:4]1)[CH3:2]. The catalyst is C(Cl)Cl. The yield is 0.690. The reactants are [CH2:1]([N:3]1[CH:7]=[C:6]([C:8]2[CH:9]=[C:10]([CH:12]=[CH:13][CH:14]=2)[NH2:11])[C:5]([C:15]2[CH:20]=[CH:19][N:18]=[CH:17][CH:16]=2)=[N:4]1)[CH3:2].[I:21][C:22]1[CH:27]=[CH:26][C:25]([N:28]=[C:29]=[O:30])=[CH:24][CH:23]=1. (2) The product is [CH:28]1([C:2]2[CH:3]=[C:4]([CH:14]=[C:15]([O:17][C:18]3[CH:23]=[CH:22][C:21]([C:24]([F:27])([F:26])[F:25])=[CH:20][N:19]=3)[CH:16]=2)[CH2:5][P:6](=[O:13])([O:10][CH2:11][CH3:12])[O:7][CH2:8][CH3:9])[CH2:30][CH2:29]1. The yield is 0.940. The catalyst is C1COCC1. The reactants are Br[C:2]1[CH:3]=[C:4]([CH:14]=[C:15]([O:17][C:18]2[CH:23]=[CH:22][C:21]([C:24]([F:27])([F:26])[F:25])=[CH:20][N:19]=2)[CH:16]=1)[CH2:5][P:6](=[O:13])([O:10][CH2:11][CH3:12])[O:7][CH2:8][CH3:9].[CH:28]1(B(O)O)[CH2:30][CH2:29]1.P([O-])([O-])([O-])=O.[K+].[K+].[K+]. (3) The yield is 0.920. The catalyst is C(Cl)Cl. The product is [Br:24][CH2:21][C:20](=[CH2:23])[CH2:19][O:18][Si:1]([C:14]([CH3:17])([CH3:16])[CH3:15])([C:8]1[CH:13]=[CH:12][CH:11]=[CH:10][CH:9]=1)[C:2]1[CH:7]=[CH:6][CH:5]=[CH:4][CH:3]=1. The reactants are [Si:1]([O:18][CH2:19][C:20](=[CH2:23])[CH2:21]O)([C:14]([CH3:17])([CH3:16])[CH3:15])([C:8]1[CH:13]=[CH:12][CH:11]=[CH:10][CH:9]=1)[C:2]1[CH:7]=[CH:6][CH:5]=[CH:4][CH:3]=1.[Br-:24].[Br-].C1(P(C2C=CC=CC=2)C2C=CC=CC=2)C=CC=CC=1. (4) The reactants are [OH:1][C:2]1[CH:9]=[C:8]([OH:10])[CH:7]=[CH:6][C:3]=1[C:4]#[N:5].C([Mg]Cl)(C)C.[CH3:16][O:17][C:18]1[CH:35]=[CH:34][C:21]([CH2:22][N:23]2[C:31]3[C:26](=[CH:27][CH:28]=[CH:29][CH:30]=3)[C:25](=[O:32])[C:24]2=[O:33])=[CH:20][CH:19]=1.Cl. The catalyst is O1CCCC1.ClCCCl. The product is [OH:1][C:2]1[CH:9]=[C:8]([OH:10])[C:7]([C:25]2([OH:32])[C:26]3[C:31](=[CH:30][CH:29]=[CH:28][CH:27]=3)[N:23]([CH2:22][C:21]3[CH:34]=[CH:35][C:18]([O:17][CH3:16])=[CH:19][CH:20]=3)[C:24]2=[O:33])=[CH:6][C:3]=1[C:4]#[N:5]. The yield is 0.790.